This data is from Merck oncology drug combination screen with 23,052 pairs across 39 cell lines. The task is: Regression. Given two drug SMILES strings and cell line genomic features, predict the synergy score measuring deviation from expected non-interaction effect. (1) Drug 1: CCC1=CC2CN(C1)Cc1c([nH]c3ccccc13)C(C(=O)OC)(c1cc3c(cc1OC)N(C)C1C(O)(C(=O)OC)C(OC(C)=O)C4(CC)C=CCN5CCC31C54)C2. Drug 2: O=C(O)C1(Cc2cccc(Nc3nccs3)n2)CCC(Oc2cccc(Cl)c2F)CC1. Cell line: MSTO. Synergy scores: synergy=19.2. (2) Drug 1: CNC(=O)c1cc(Oc2ccc(NC(=O)Nc3ccc(Cl)c(C(F)(F)F)c3)cc2)ccn1. Drug 2: Cn1cc(-c2cnn3c(N)c(Br)c(C4CCCNC4)nc23)cn1. Cell line: KPL1. Synergy scores: synergy=-4.16. (3) Drug 1: CCC1(O)C(=O)OCc2c1cc1n(c2=O)Cc2cc3c(CN(C)C)c(O)ccc3nc2-1. Drug 2: Cn1cc(-c2cnn3c(N)c(Br)c(C4CCCNC4)nc23)cn1. Cell line: NCIH23. Synergy scores: synergy=15.3. (4) Drug 1: N.N.O=C(O)C1(C(=O)O)CCC1.[Pt]. Drug 2: C#Cc1cccc(Nc2ncnc3cc(OCCOC)c(OCCOC)cc23)c1. Cell line: HT144. Synergy scores: synergy=-5.53. (5) Drug 1: COC1CC2CCC(C)C(O)(O2)C(=O)C(=O)N2CCCCC2C(=O)OC(C(C)CC2CCC(OP(C)(C)=O)C(OC)C2)CC(=O)C(C)C=C(C)C(O)C(OC)C(=O)C(C)CC(C)C=CC=CC=C1C. Drug 2: Cn1c(=O)n(-c2ccc(C(C)(C)C#N)cc2)c2c3cc(-c4cnc5ccccc5c4)ccc3ncc21. Cell line: SKMEL30. Synergy scores: synergy=121. (6) Drug 1: CN(Cc1cnc2nc(N)nc(N)c2n1)c1ccc(C(=O)NC(CCC(=O)O)C(=O)O)cc1. Drug 2: CC(C)CC(NC(=O)C(Cc1ccccc1)NC(=O)c1cnccn1)B(O)O. Cell line: A2058. Synergy scores: synergy=-28.0. (7) Drug 1: COC12C(COC(N)=O)C3=C(C(=O)C(C)=C(N)C3=O)N1CC1NC12. Drug 2: Cc1nc(Nc2ncc(C(=O)Nc3c(C)cccc3Cl)s2)cc(N2CCN(CCO)CC2)n1. Cell line: UWB1289BRCA1. Synergy scores: synergy=4.33. (8) Drug 1: CCC1(O)CC2CN(CCc3c([nH]c4ccccc34)C(C(=O)OC)(c3cc4c(cc3OC)N(C)C3C(O)(C(=O)OC)C(OC(C)=O)C5(CC)C=CCN6CCC43C65)C2)C1. Drug 2: NC(=O)c1cccc2cn(-c3ccc(C4CCCNC4)cc3)nc12. Cell line: NCIH1650. Synergy scores: synergy=7.70.